This data is from Forward reaction prediction with 1.9M reactions from USPTO patents (1976-2016). The task is: Predict the product of the given reaction. (1) The product is: [CH2:1]([C:3](=[CH:8][S:9][C:10]1[CH:11]=[CH:12][CH:13]=[CH:14][CH:15]=1)[C:4]([OH:6])=[O:5])[CH3:2]. Given the reactants [CH2:1](/[C:3](=[CH:8]\[S:9][C:10]1[CH:15]=[CH:14][CH:13]=[CH:12][CH:11]=1)/[C:4]([O:6]C)=[O:5])[CH3:2].[OH-].[Na+].O, predict the reaction product. (2) Given the reactants [F:1][C:2]1[CH:7]=[C:6]([F:8])[CH:5]=[CH:4][C:3]=1[C:9]1[N:10]=[C:11]2[N:15]([C:16]=1I)[CH:14]=[CH:13][O:12]2.C([Mg]Cl)(C)C.Cl[C:24]1[N:25]=[CH:26][C:27]2[N:28]([C:30]([CH:33]([CH3:35])[CH3:34])=[N:31][N:32]=2)[CH:29]=1, predict the reaction product. The product is: [F:1][C:2]1[CH:7]=[C:6]([F:8])[CH:5]=[CH:4][C:3]=1[C:9]1[N:10]=[C:11]2[N:15]([C:16]=1[C:24]1[N:25]=[CH:26][C:27]3[N:28]([C:30]([CH:33]([CH3:35])[CH3:34])=[N:31][N:32]=3)[CH:29]=1)[CH:14]=[CH:13][O:12]2.